From a dataset of Forward reaction prediction with 1.9M reactions from USPTO patents (1976-2016). Predict the product of the given reaction. (1) Given the reactants [CH2:1]([O:8][NH:9][C:10](=[O:31])[CH2:11][C@H:12]([C:22]1[O:23][C:24]([CH3:30])=[C:25]([C:27]([OH:29])=O)[N:26]=1)[CH2:13][CH2:14][CH2:15][CH:16]1[CH2:21][CH2:20][CH2:19][CH2:18][CH2:17]1)[C:2]1[CH:7]=[CH:6][CH:5]=[CH:4][CH:3]=1.CN1CCOCC1.O.ON1C2C=CC=CC=2N=N1.Cl.CN(C)CCCN=C=NCC.[CH3:62][N:63]([CH3:67])[CH2:64][CH2:65][NH2:66], predict the reaction product. The product is: [CH2:1]([O:8][NH:9][C:10](=[O:31])[CH2:11][C@H:12]([C:22]1[O:23][C:24]([CH3:30])=[C:25]([C:27]([NH:66][CH2:65][CH2:64][N:63]([CH3:67])[CH3:62])=[O:29])[N:26]=1)[CH2:13][CH2:14][CH2:15][CH:16]1[CH2:21][CH2:20][CH2:19][CH2:18][CH2:17]1)[C:2]1[CH:7]=[CH:6][CH:5]=[CH:4][CH:3]=1. (2) Given the reactants C([N:8]1[CH2:17][C:16]([CH3:19])([CH3:18])[C:15]2[N:14]=[C:13]([Cl:20])[CH:12]=[CH:11][C:10]=2[CH2:9]1)C1C=CC=CC=1.[CH:21]1(B(O)O)[CH2:23][CH2:22]1, predict the reaction product. The product is: [ClH:20].[CH:21]1([C:13]2[CH:12]=[CH:11][C:10]3[CH2:9][NH:8][CH2:17][C:16]([CH3:18])([CH3:19])[C:15]=3[N:14]=2)[CH2:23][CH2:22]1. (3) Given the reactants [Cl:1][C:2]1[CH:7]=[CH:6][CH:5]=[C:4]([Cl:8])[C:3]=1[C:9]1[NH:13][C:12](=[O:14])[N:11]([C:15]2[CH:24]=[CH:23][C:18]([C:19](OC)=[O:20])=[C:17]([O:25][CH3:26])[CH:16]=2)[N:10]=1.[CH3:27][S:28][C:29]1[CH:35]=[CH:34][C:32]([NH2:33])=[CH:31][CH:30]=1.C[Al](C)C, predict the reaction product. The product is: [Cl:8][C:4]1[CH:5]=[CH:6][CH:7]=[C:2]([Cl:1])[C:3]=1[C:9]1[NH:13][C:12](=[O:14])[N:11]([C:15]2[CH:24]=[CH:23][C:18]([C:19]([NH:33][C:32]3[CH:34]=[CH:35][C:29]([S:28][CH3:27])=[CH:30][CH:31]=3)=[O:20])=[C:17]([O:25][CH3:26])[CH:16]=2)[N:10]=1. (4) Given the reactants I[C:2]1[C:10]2[C:5](=[CH:6][CH:7]=[C:8]([C:11]3[S:15][C:14]([NH:16][CH2:17][C:18]4[CH:23]=[CH:22][C:21]([O:24][CH3:25])=[CH:20][CH:19]=4)=[N:13][N:12]=3)[CH:9]=2)[N:4]([S:26]([C:29]2[CH:35]=[CH:34][C:32]([CH3:33])=[CH:31][CH:30]=2)(=[O:28])=[O:27])[CH:3]=1.[Cl:36][C:37]1[N:42]=[C:41](B2OC(C)(C)C(C)(C)O2)[CH:40]=[CH:39][CH:38]=1.P([O-])([O-])([O-])=O.[K+].[K+].[K+], predict the reaction product. The product is: [Cl:36][C:37]1[N:42]=[C:41]([C:2]2[C:10]3[C:5](=[CH:6][CH:7]=[C:8]([C:11]4[S:15][C:14]([NH:16][CH2:17][C:18]5[CH:19]=[CH:20][C:21]([O:24][CH3:25])=[CH:22][CH:23]=5)=[N:13][N:12]=4)[CH:9]=3)[N:4]([S:26]([C:29]3[CH:30]=[CH:31][C:32]([CH3:33])=[CH:34][CH:35]=3)(=[O:28])=[O:27])[CH:3]=2)[CH:40]=[CH:39][CH:38]=1. (5) Given the reactants FC(F)(F)C(O)=O.[C:8]([C:10]1[CH:11]=[C:12]([C:16]2[CH:25]=[C:24]3[C:19]([C:20]([OH:39])=[C:21]([C:28]([NH:30][CH2:31][C:32]([O:34]C(C)(C)C)=[O:33])=[O:29])[C:22](=[O:27])[N:23]3[CH3:26])=[CH:18][CH:17]=2)[CH:13]=[CH:14][CH:15]=1)#[N:9].O, predict the reaction product. The product is: [C:8]([C:10]1[CH:11]=[C:12]([C:16]2[CH:25]=[C:24]3[C:19]([C:20]([OH:39])=[C:21]([C:28]([NH:30][CH2:31][C:32]([OH:34])=[O:33])=[O:29])[C:22](=[O:27])[N:23]3[CH3:26])=[CH:18][CH:17]=2)[CH:13]=[CH:14][CH:15]=1)#[N:9].